Dataset: Forward reaction prediction with 1.9M reactions from USPTO patents (1976-2016). Task: Predict the product of the given reaction. (1) Given the reactants [Br:1][C:2]1[CH:3]=[C:4]([NH:13][CH:14]2[CH2:19][CH2:18][O:17][CH2:16][CH2:15]2)[C:5]([CH3:12])=[C:6]([CH:11]=1)[C:7]([O:9][CH3:10])=[O:8].[CH:20](=O)[CH3:21].C(O[BH-](OC(=O)C)OC(=O)C)(=O)C.[Na+].C([O-])(O)=O.[Na+], predict the reaction product. The product is: [Br:1][C:2]1[CH:3]=[C:4]([N:13]([CH2:20][CH3:21])[CH:14]2[CH2:19][CH2:18][O:17][CH2:16][CH2:15]2)[C:5]([CH3:12])=[C:6]([CH:11]=1)[C:7]([O:9][CH3:10])=[O:8]. (2) Given the reactants [SH:1][C:2]1[NH:6][C:5]2[CH:7]=[CH:8][CH:9]=[C:10]([C:11]([O:13][CH3:14])=[O:12])[C:4]=2[N:3]=1.[C:15](=O)([O-])[O-].[K+].[K+].CI, predict the reaction product. The product is: [CH3:15][S:1][C:2]1[NH:6][C:5]2[CH:7]=[CH:8][CH:9]=[C:10]([C:11]([O:13][CH3:14])=[O:12])[C:4]=2[N:3]=1. (3) Given the reactants [Br:1][C:2]1[CH:6]=[C:5]([C:7]([OH:9])=O)[N:4]([C:10]2[CH:15]=[CH:14][CH:13]=[CH:12][C:11]=2[Cl:16])[N:3]=1.[NH2:17][C:18]1[C:26]([CH3:27])=[CH:25][C:24]([Cl:28])=[CH:23][C:19]=1[C:20](O)=[O:21].N1C=CC=C(C)C=1.CS(Cl)(=O)=O, predict the reaction product. The product is: [Br:1][C:2]1[CH:6]=[C:5]([C:7]2[O:9][C:20](=[O:21])[C:19]3[CH:23]=[C:24]([Cl:28])[CH:25]=[C:26]([CH3:27])[C:18]=3[N:17]=2)[N:4]([C:10]2[CH:15]=[CH:14][CH:13]=[CH:12][C:11]=2[Cl:16])[N:3]=1.